From a dataset of NCI-60 drug combinations with 297,098 pairs across 59 cell lines. Regression. Given two drug SMILES strings and cell line genomic features, predict the synergy score measuring deviation from expected non-interaction effect. (1) Drug 1: CC=C1C(=O)NC(C(=O)OC2CC(=O)NC(C(=O)NC(CSSCCC=C2)C(=O)N1)C(C)C)C(C)C. Drug 2: CS(=O)(=O)CCNCC1=CC=C(O1)C2=CC3=C(C=C2)N=CN=C3NC4=CC(=C(C=C4)OCC5=CC(=CC=C5)F)Cl. Cell line: SNB-19. Synergy scores: CSS=66.4, Synergy_ZIP=-1.04, Synergy_Bliss=-1.13, Synergy_Loewe=-64.6, Synergy_HSA=-1.21. (2) Drug 1: C1CNP(=O)(OC1)N(CCCl)CCCl. Drug 2: CCC1(C2=C(COC1=O)C(=O)N3CC4=CC5=C(C=CC(=C5CN(C)C)O)N=C4C3=C2)O.Cl. Cell line: M14. Synergy scores: CSS=-14.3, Synergy_ZIP=-5.83, Synergy_Bliss=-22.4, Synergy_Loewe=-87.6, Synergy_HSA=-35.5.